This data is from Forward reaction prediction with 1.9M reactions from USPTO patents (1976-2016). The task is: Predict the product of the given reaction. (1) Given the reactants [Cl:1][C:2]1[C:9]([CH3:10])=[C:8]([NH:11][C@@H:12]([C:16]2[O:17][C:18]([C:21]3[CH:26]=[CH:25][CH:24]=[CH:23][CH:22]=3)=[N:19][N:20]=2)[C@@H:13]([OH:15])[CH3:14])[CH:7]=[CH:6][C:3]=1[C:4]#[N:5].[C:27](Cl)(=[O:34])[C:28]1[CH:33]=[CH:32][CH:31]=[CH:30][CH:29]=1, predict the reaction product. The product is: [C:27]([O:15][C@@H:13]([CH3:14])[C@@H:12]([NH:11][C:8]1[CH:7]=[CH:6][C:3]([C:4]#[N:5])=[C:2]([Cl:1])[C:9]=1[CH3:10])[C:16]1[O:17][C:18]([C:21]2[CH:26]=[CH:25][CH:24]=[CH:23][CH:22]=2)=[N:19][N:20]=1)(=[O:34])[C:28]1[CH:33]=[CH:32][CH:31]=[CH:30][CH:29]=1. (2) Given the reactants [Br:1][C:2]1[C:10]2[O:9][CH:8]([CH2:11][OH:12])[CH2:7][C:6]=2[CH:5]=[C:4]([CH:13]2[CH2:17][CH2:16][CH2:15][CH2:14]2)[CH:3]=1.[C:18]1([CH3:28])[CH:23]=[CH:22][C:21]([S:24](Cl)(=[O:26])=[O:25])=[CH:20][CH:19]=1.CC1C=CC(S(OCC2CC3C(C(F)(F)F)=CC=C(Cl)C=3O2)(=O)=O)=CC=1, predict the reaction product. The product is: [CH3:28][C:18]1[CH:23]=[CH:22][C:21]([S:24]([O:12][CH2:11][CH:8]2[CH2:7][C:6]3[CH:5]=[C:4]([CH:13]4[CH2:14][CH2:15][CH2:16][CH2:17]4)[CH:3]=[C:2]([Br:1])[C:10]=3[O:9]2)(=[O:26])=[O:25])=[CH:20][CH:19]=1. (3) Given the reactants [F:1][C:2]1[CH:3]=[CH:4][C:5]([N+:15]([O-])=O)=[C:6]([NH:8][C:9]2[CH:14]=[CH:13][N:12]=[CH:11][N:10]=2)[CH:7]=1, predict the reaction product. The product is: [F:1][C:2]1[CH:7]=[C:6]([NH:8][C:9]2[CH:14]=[CH:13][N:12]=[CH:11][N:10]=2)[C:5]([NH2:15])=[CH:4][CH:3]=1. (4) The product is: [Cl:37][C:34]1[CH:35]=[CH:36][C:31]([C:29]2[O:28][C:25]3[CH:26]=[CH:27][N:22]([C:18]4[CH:17]=[C:16]5[C:21](=[CH:20][CH:19]=4)[N:13]([CH2:12][C:11]4[NH:3][CH2:2][CH2:1][N:4]=4)[N:14]=[CH:15]5)[C:23](=[O:38])[C:24]=3[CH:30]=2)=[CH:32][CH:33]=1. Given the reactants [CH2:1]([NH2:4])[CH2:2][NH2:3].C[Al](C)C.CO[C:11](=O)[CH2:12][N:13]1[C:21]2[C:16](=[CH:17][C:18]([N:22]3[CH:27]=[CH:26][C:25]4[O:28][C:29]([C:31]5[CH:36]=[CH:35][C:34]([Cl:37])=[CH:33][CH:32]=5)=[CH:30][C:24]=4[C:23]3=[O:38])=[CH:19][CH:20]=2)[CH:15]=[N:14]1, predict the reaction product. (5) Given the reactants [F:1][C:2]([F:24])([C:10]([F:23])([F:22])[CH2:11][O:12][CH2:13]/[CH:14]=[CH:15]/[C:16]1[CH:21]=[CH:20][CH:19]=[CH:18][CH:17]=1)/[CH:3]=[CH:4]/[C:5]([O:7][CH2:8][CH3:9])=[O:6].FC(F)(C1C=CC=CC=1)CCC(OCC)=O, predict the reaction product. The product is: [F:1][C:2]([F:24])([C:10]([F:22])([F:23])[CH2:11][O:12][CH2:13][CH2:14][CH2:15][C:16]1[CH:17]=[CH:18][CH:19]=[CH:20][CH:21]=1)[CH2:3][CH2:4][C:5]([O:7][CH2:8][CH3:9])=[O:6]. (6) Given the reactants [CH2:1]([C:8]1[CH:13]=[CH:12][N:11]=[N:10][CH:9]=1)[C:2]1[CH:7]=[CH:6][CH:5]=[CH:4][CH:3]=1.CC(O)=[O:16], predict the reaction product. The product is: [C:2]1([C:1]([C:8]2[CH:13]=[CH:12][N:11]=[N:10][CH:9]=2)=[O:16])[CH:3]=[CH:4][CH:5]=[CH:6][CH:7]=1. (7) Given the reactants [C:1]([N:5]1[C:10](=[O:11])[C:9]([Cl:12])=[C:8]([O:13][CH2:14][C:15]2[CH:20]=[CH:19][C:18]([O:21][CH:22]([CH2:25][CH3:26])[CH2:23][OH:24])=[CH:17][CH:16]=2)[CH:7]=[N:6]1)([CH3:4])([CH3:3])[CH3:2].ClCCl.[C:30]1(C)[C:31]([S:36](Cl)(=[O:38])=[O:37])=[CH:32][CH:33]=[CH:34][CH:35]=1.[CH:41](N(C(C)C)CC)(C)C, predict the reaction product. The product is: [C:1]([N:5]1[C:10](=[O:11])[C:9]([Cl:12])=[C:8]([O:13][CH2:14][C:15]2[CH:16]=[CH:17][C:18]([O:21][CH:22]([CH2:25][CH3:26])[CH2:23][O:24][S:36]([C:31]3[CH:30]=[CH:35][C:34]([CH3:41])=[CH:33][CH:32]=3)(=[O:37])=[O:38])=[CH:19][CH:20]=2)[CH:7]=[N:6]1)([CH3:4])([CH3:3])[CH3:2]. (8) Given the reactants C[O:2][C:3]1[CH:8]=[CH:7][C:6]([C:9]2[O:10][C:11]([CH3:29])=[C:12]([C:14]([N:16]([CH2:24][C:25]([O:27]C)=[O:26])[CH2:17][C:18]3[CH:23]=[CH:22][CH:21]=[CH:20][N:19]=3)=[O:15])[N:13]=2)=[CH:5][CH:4]=1.B(Br)(Br)Br, predict the reaction product. The product is: [OH:2][C:3]1[CH:4]=[CH:5][C:6]([C:9]2[O:10][C:11]([CH3:29])=[C:12]([C:14]([N:16]([CH2:24][C:25]([OH:27])=[O:26])[CH2:17][C:18]3[CH:23]=[CH:22][CH:21]=[CH:20][N:19]=3)=[O:15])[N:13]=2)=[CH:7][CH:8]=1. (9) Given the reactants CCN(C(C)C)C(C)C.[Cl:10][C:11]1[N:16]=[CH:15][N:14]=[C:13]([S:17][CH2:18][C:19]([O:21][CH3:22])=[O:20])[C:12]=1[CH:23]=O, predict the reaction product. The product is: [Cl:10][C:11]1[C:12]2[CH:23]=[C:18]([C:19]([O:21][CH3:22])=[O:20])[S:17][C:13]=2[N:14]=[CH:15][N:16]=1.